From a dataset of Full USPTO retrosynthesis dataset with 1.9M reactions from patents (1976-2016). Predict the reactants needed to synthesize the given product. (1) The reactants are: [NH:1]([C:3](=[O:9])[C:4]([O:6][CH2:7][CH3:8])=[O:5])[NH2:2].[Si:10]([O:27][CH2:28][C:29](O)=[O:30])([C:23]([CH3:26])([CH3:25])[CH3:24])([C:17]1[CH:22]=[CH:21][CH:20]=[CH:19][CH:18]=1)[C:11]1[CH:16]=[CH:15][CH:14]=[CH:13][CH:12]=1.Cl.CN(C)CCCN=C=NCC.ON1C2C=CC=CC=2N=N1. Given the product [Si:10]([O:27][CH2:28][C:29]([NH:2][NH:1][C:3](=[O:9])[C:4]([O:6][CH2:7][CH3:8])=[O:5])=[O:30])([C:23]([CH3:25])([CH3:26])[CH3:24])([C:17]1[CH:18]=[CH:19][CH:20]=[CH:21][CH:22]=1)[C:11]1[CH:12]=[CH:13][CH:14]=[CH:15][CH:16]=1, predict the reactants needed to synthesize it. (2) Given the product [CH3:31][C:28]1[CH:29]=[CH:30][C:25]([C:24]([NH:23][C:20]2[CH:21]=[CH:22][C:17]([CH2:15][N:52]3[CH2:53][CH2:54][N:49]([CH3:48])[CH2:50][CH2:51]3)=[C:18]([C:44]([F:47])([F:45])[F:46])[CH:19]=2)=[O:43])=[CH:26][C:27]=1[C:32]#[C:33][C:34]1[N:38]2[N:39]=[CH:40][CH:41]=[CH:42][C:37]2=[N:36][CH:35]=1, predict the reactants needed to synthesize it. The reactants are: C(O[BH-](OC(=O)C)OC(=O)C)(=O)C.[Na+].[CH:15]([C:17]1[CH:22]=[CH:21][C:20]([NH:23][C:24](=[O:43])[C:25]2[CH:30]=[CH:29][C:28]([CH3:31])=[C:27]([C:32]#[C:33][C:34]3[N:38]4[N:39]=[CH:40][CH:41]=[CH:42][C:37]4=[N:36][CH:35]=3)[CH:26]=2)=[CH:19][C:18]=1[C:44]([F:47])([F:46])[F:45])=O.[CH3:48][N:49]1[CH2:54][CH2:53][NH:52][CH2:51][CH2:50]1.C(N(CC)CC)C.C(=O)(O)[O-].[Na+]. (3) Given the product [CH2:2]([N:9]1[CH2:10][CH:11]2[CH:17]([OH:18])[CH:15]([CH2:14][O:13][CH2:12]2)[CH2:16]1)[C:3]1[CH:4]=[CH:5][CH:6]=[CH:7][CH:8]=1, predict the reactants needed to synthesize it. The reactants are: Cl.[CH2:2]([N:9]1[CH2:16][CH:15]2[C:17](=[O:18])[CH:11]([CH2:12][O:13][CH2:14]2)[CH2:10]1)[C:3]1[CH:8]=[CH:7][CH:6]=[CH:5][CH:4]=1.O1CCCC1.[BH4-].[Na+]. (4) Given the product [Cl:25][C:19]1[CH:20]=[C:21]([Cl:24])[CH:22]=[CH:23][C:18]=1[CH:5]1[N:6]=[C:7]([C:9]2[S:10][CH:11]=[C:12]([C:14]([F:17])([F:16])[F:15])[N:13]=2)[NH:8][C:3]([CH2:2][N:32]2[CH2:37][CH2:36][O:35][CH2:34][CH:33]2[C:38]([OH:40])=[O:39])=[C:4]1[C:26]([O:28][CH2:29][CH3:30])=[O:27], predict the reactants needed to synthesize it. The reactants are: Br[CH2:2][C:3]1[NH:8][C:7]([C:9]2[S:10][CH:11]=[C:12]([C:14]([F:17])([F:16])[F:15])[N:13]=2)=[N:6][CH:5]([C:18]2[CH:23]=[CH:22][C:21]([Cl:24])=[CH:20][C:19]=2[Cl:25])[C:4]=1[C:26]([O:28][CH2:29][CH3:30])=[O:27].Cl.[NH:32]1[CH2:37][CH2:36][O:35][CH2:34][CH:33]1[C:38]([OH:40])=[O:39]. (5) Given the product [CH3:15][C:16]1[CH:22]=[CH:21][C:19]([NH2:20])=[CH:18][C:17]=1[C:2]1[CH:3]=[CH:4][C:5]([CH2:8][N:9]2[CH2:14][CH2:13][O:12][CH2:11][CH2:10]2)=[CH:6][N:7]=1, predict the reactants needed to synthesize it. The reactants are: Br[C:2]1[N:7]=[CH:6][C:5]([CH2:8][N:9]2[CH2:14][CH2:13][O:12][CH2:11][CH2:10]2)=[CH:4][CH:3]=1.[CH3:15][C:16]1[CH:22]=[CH:21][C:19]([NH2:20])=[CH:18][C:17]=1B1OC(C)(C)C(C)(C)O1.P([O-])([O-])([O-])=O.[K+].[K+].[K+].